Dataset: Peptide-MHC class I binding affinity with 185,985 pairs from IEDB/IMGT. Task: Regression. Given a peptide amino acid sequence and an MHC pseudo amino acid sequence, predict their binding affinity value. This is MHC class I binding data. (1) The peptide sequence is LPEAYQWHI. The MHC is HLA-A02:03 with pseudo-sequence HLA-A02:03. The binding affinity (normalized) is 0.0847. (2) The peptide sequence is VPWQEKTAS. The MHC is HLA-A30:01 with pseudo-sequence HLA-A30:01. The binding affinity (normalized) is 0.0847. (3) The binding affinity (normalized) is 0.355. The peptide sequence is TVDSSQGSEY. The MHC is HLA-A26:01 with pseudo-sequence HLA-A26:01. (4) The peptide sequence is QLAFFVAGK. The MHC is HLA-A03:01 with pseudo-sequence HLA-A03:01. The binding affinity (normalized) is 0.763. (5) The peptide sequence is GLNKIVRMY. The MHC is HLA-B40:02 with pseudo-sequence HLA-B40:02. The binding affinity (normalized) is 0. (6) The peptide sequence is AQKRTAAGIM. The MHC is HLA-B15:01 with pseudo-sequence HLA-B15:01. The binding affinity (normalized) is 0.700.